This data is from Catalyst prediction with 721,799 reactions and 888 catalyst types from USPTO. The task is: Predict which catalyst facilitates the given reaction. (1) Reactant: C[Si](C)(C)N[Si](C)(C)C.[Na].[Br:11][C:12]1[C:17]([NH2:18])=[C:16]2[O:19][CH2:20][O:21][C:15]2=[CH:14][CH:13]=1.Cl[C:23]1[C:32]2[C:27](=[CH:28][C:29]([O:35][CH2:36][CH2:37][CH2:38][N:39]3[CH2:44][CH2:43][CH2:42][CH2:41][CH2:40]3)=[C:30]([O:33][CH3:34])[CH:31]=2)[N:26]=[CH:25][N:24]=1. Product: [Br:11][C:12]1[C:17]([NH:18][C:23]2[C:32]3[C:27](=[CH:28][C:29]([O:35][CH2:36][CH2:37][CH2:38][N:39]4[CH2:44][CH2:43][CH2:42][CH2:41][CH2:40]4)=[C:30]([O:33][CH3:34])[CH:31]=3)[N:26]=[CH:25][N:24]=2)=[C:16]2[O:19][CH2:20][O:21][C:15]2=[CH:14][CH:13]=1. The catalyst class is: 18. (2) Reactant: [CH2:1]([O:8][C:9]1[CH:29]=[CH:28][C:12]2[N:13]([CH2:16][C:17]3[CH:27]=[CH:26][C:20]4[N:21]=[C:22]([S:24][CH3:25])[S:23][C:19]=4[CH:18]=3)[CH:14]=[N:15][C:11]=2[CH:10]=1)[C:2]1[CH:7]=[CH:6][CH:5]=[CH:4][CH:3]=1.ClC1C=CC=C(C(OO)=[O:38])C=1. Product: [CH2:1]([O:8][C:9]1[CH:29]=[CH:28][C:12]2[N:13]([CH2:16][C:17]3[CH:27]=[CH:26][C:20]4[N:21]=[C:22]([S:24]([CH3:25])=[O:38])[S:23][C:19]=4[CH:18]=3)[CH:14]=[N:15][C:11]=2[CH:10]=1)[C:2]1[CH:3]=[CH:4][CH:5]=[CH:6][CH:7]=1. The catalyst class is: 2.